This data is from Full USPTO retrosynthesis dataset with 1.9M reactions from patents (1976-2016). The task is: Predict the reactants needed to synthesize the given product. (1) Given the product [NH2:39][C:2]1[N:7]=[C:6]([O:8][CH3:9])[C:5]([CH2:44][NH:49][C:50](=[O:56])[O:51][C:52]([CH3:55])([CH3:54])[CH3:53])=[CH:4][CH:3]=1, predict the reactants needed to synthesize it. The reactants are: Br[C:2]1[N:7]=[C:6]([O:8][CH3:9])[C:5](NC(=O)OC(C)(C)C)=[CH:4][CH:3]=1.IC.CC(C)([O-])C.[Na+].C(=[NH:39])(C1C=CC=CC=1)C1C=CC=CC=1.BrC1N=C(OC)[C:44]([N:49](C)[C:50](=[O:56])[O:51][C:52]([CH3:55])([CH3:54])[CH3:53])=CC=1. (2) Given the product [CH:33]1([C:27]2[N:28]([CH2:31][CH3:32])[C:29]3[C:25]([N:26]=2)=[C:24]([N:36]2[CH2:41][CH2:40][O:39][CH2:38][C@@H:37]2[CH3:42])[N:23]=[C:22]([C:19]2[CH:18]=[CH:17][C:16]([NH:15][C:13]4[NH:14][C:9](=[O:8])[CH:10]=[CH:11][CH:12]=4)=[CH:21][CH:20]=2)[N:30]=3)[CH2:34][CH2:35]1, predict the reactants needed to synthesize it. The reactants are: C([O:8][C:9]1[N:14]=[C:13]([NH:15][C:16]2[CH:21]=[CH:20][C:19]([C:22]3[N:30]=[C:29]4[C:25]([N:26]=[C:27]([CH:33]5[CH2:35][CH2:34]5)[N:28]4[CH2:31][CH3:32])=[C:24]([N:36]4[CH2:41][CH2:40][O:39][CH2:38][C@@H:37]4[CH3:42])[N:23]=3)=[CH:18][CH:17]=2)[CH:12]=[CH:11][CH:10]=1)C1C=CC=CC=1.